From a dataset of Reaction yield outcomes from USPTO patents with 853,638 reactions. Predict the reaction yield, written as a fraction of the theoretical maximum amount of product (1.0 means a 100% yield; for example, 0.34 means a 34% yield). (1) The reactants are [N+]([O-])(O)=O.OS(O)(=O)=O.[CH3:10][C:11]1C=C(C=CC=1)C(O)=O.CC1C([N+]([O-])=O)=C(C([N+]([O-])=O)=CC=1)C(O)=O.[CH3:36][C:37]1[C:38]([N+:49]([O-:51])=[O:50])=[CH:39][C:40]([N+:46]([O-:48])=[O:47])=[C:41]([CH:45]=1)[C:42]([OH:44])=[O:43].O=S(Cl)Cl. The catalyst is CCO. The product is [CH2:10]([O:43][C:42](=[O:44])[C:41]1[CH:45]=[C:37]([CH3:36])[C:38]([N+:49]([O-:51])=[O:50])=[CH:39][C:40]=1[N+:46]([O-:48])=[O:47])[CH3:11]. The yield is 0.200. (2) The reactants are [F:1][C:2]1[CH:3]=[C:4]([CH:7]=[CH:8][C:9]=1[N:10]1[CH2:15][CH2:14][N:13]([C:16]([C:18]2[CH:23]=[C:22]([S:24]([CH3:27])(=[O:26])=[O:25])[CH:21]=[CH:20][C:19]=2[C:28]2[CH:33]=[CH:32][C:31]([F:34])=[CH:30][CH:29]=2)=[O:17])[CH2:12][CH2:11]1)[CH:5]=[O:6].[CH2:35]([Mg]Br)[CH3:36]. The catalyst is C1COCC1. The product is [F:1][C:2]1[CH:3]=[C:4]([C:5](=[O:6])[CH2:35][CH3:36])[CH:7]=[CH:8][C:9]=1[N:10]1[CH2:11][CH2:12][N:13]([C:16]([C:18]2[CH:23]=[C:22]([S:24]([CH3:27])(=[O:26])=[O:25])[CH:21]=[CH:20][C:19]=2[C:28]2[CH:29]=[CH:30][C:31]([F:34])=[CH:32][CH:33]=2)=[O:17])[CH2:14][CH2:15]1. The yield is 0.180.